From a dataset of NCI-60 drug combinations with 297,098 pairs across 59 cell lines. Regression. Given two drug SMILES strings and cell line genomic features, predict the synergy score measuring deviation from expected non-interaction effect. (1) Drug 1: CCC1=CC2CC(C3=C(CN(C2)C1)C4=CC=CC=C4N3)(C5=C(C=C6C(=C5)C78CCN9C7C(C=CC9)(C(C(C8N6C)(C(=O)OC)O)OC(=O)C)CC)OC)C(=O)OC.C(C(C(=O)O)O)(C(=O)O)O. Drug 2: CN(C)C1=NC(=NC(=N1)N(C)C)N(C)C. Cell line: PC-3. Synergy scores: CSS=34.0, Synergy_ZIP=0.160, Synergy_Bliss=-0.752, Synergy_Loewe=-45.1, Synergy_HSA=-1.43. (2) Drug 1: C1=NC(=NC(=O)N1C2C(C(C(O2)CO)O)O)N. Drug 2: C(CN)CNCCSP(=O)(O)O. Cell line: NCI-H226. Synergy scores: CSS=21.1, Synergy_ZIP=-6.40, Synergy_Bliss=-1.62, Synergy_Loewe=-58.0, Synergy_HSA=-1.74. (3) Drug 1: COC1=C2C(=CC3=C1OC=C3)C=CC(=O)O2. Drug 2: C1CCC(C(C1)N)N.C(=O)(C(=O)[O-])[O-].[Pt+4]. Cell line: COLO 205. Synergy scores: CSS=25.2, Synergy_ZIP=-2.64, Synergy_Bliss=-5.68, Synergy_Loewe=-19.0, Synergy_HSA=-4.27. (4) Drug 1: CN(C)C1=NC(=NC(=N1)N(C)C)N(C)C. Drug 2: CN1C(=O)N2C=NC(=C2N=N1)C(=O)N. Cell line: SF-295. Synergy scores: CSS=10.1, Synergy_ZIP=0.555, Synergy_Bliss=4.05, Synergy_Loewe=5.47, Synergy_HSA=5.34. (5) Drug 1: CC1=CC=C(C=C1)C2=CC(=NN2C3=CC=C(C=C3)S(=O)(=O)N)C(F)(F)F. Drug 2: CN1C2=C(C=C(C=C2)N(CCCl)CCCl)N=C1CCCC(=O)O.Cl. Cell line: SK-OV-3. Synergy scores: CSS=-1.08, Synergy_ZIP=-0.136, Synergy_Bliss=-0.853, Synergy_Loewe=-3.21, Synergy_HSA=-2.96. (6) Drug 1: C1CC(=O)NC(=O)C1N2CC3=C(C2=O)C=CC=C3N. Drug 2: CS(=O)(=O)OCCCCOS(=O)(=O)C. Cell line: SK-MEL-28. Synergy scores: CSS=6.73, Synergy_ZIP=3.71, Synergy_Bliss=8.14, Synergy_Loewe=3.61, Synergy_HSA=2.97. (7) Drug 1: C1CC(=O)NC(=O)C1N2CC3=C(C2=O)C=CC=C3N. Drug 2: CC1=C2C(C(=O)C3(C(CC4C(C3C(C(C2(C)C)(CC1OC(=O)C(C(C5=CC=CC=C5)NC(=O)C6=CC=CC=C6)O)O)OC(=O)C7=CC=CC=C7)(CO4)OC(=O)C)O)C)OC(=O)C. Cell line: TK-10. Synergy scores: CSS=12.2, Synergy_ZIP=-4.73, Synergy_Bliss=-2.40, Synergy_Loewe=-22.4, Synergy_HSA=-3.48. (8) Drug 1: C1=CC(=CC=C1CCCC(=O)O)N(CCCl)CCCl. Drug 2: C(CC(=O)O)C(=O)CN.Cl. Cell line: MALME-3M. Synergy scores: CSS=7.71, Synergy_ZIP=-8.65, Synergy_Bliss=-8.68, Synergy_Loewe=-8.60, Synergy_HSA=-6.16.